This data is from Forward reaction prediction with 1.9M reactions from USPTO patents (1976-2016). The task is: Predict the product of the given reaction. (1) Given the reactants [OH:1][C:2]1[C:11](=[O:12])[C:10]2[C:5](=[CH:6][C:7]([O:13][CH2:14][C:15]3[CH:20]=[CH:19][CH:18]=[CH:17][CH:16]=3)=[CH:8][CH:9]=2)[O:4][C:3]=1[C:21]1[CH:26]=[CH:25][C:24]([O:27][CH2:28][C:29]2[CH:34]=[CH:33][CH:32]=[CH:31][CH:30]=2)=[C:23]([O:35][CH2:36][C:37]2[CH:42]=[CH:41][CH:40]=[CH:39][CH:38]=2)[CH:22]=1.[CH2:43]([O:50]C1C=C(C=CC=1OCC1C=CC=CC=1)C1OC2C(C(=O)C=1)=CC=C(OCCO)C=2)[C:44]1C=CC=CC=1, predict the reaction product. The product is: [OH:50][CH2:43][CH2:44][O:1][C:2]1[C:11](=[O:12])[C:10]2[C:5](=[CH:6][C:7]([O:13][CH2:14][C:15]3[CH:16]=[CH:17][CH:18]=[CH:19][CH:20]=3)=[CH:8][CH:9]=2)[O:4][C:3]=1[C:21]1[CH:26]=[CH:25][C:24]([O:27][CH2:28][C:29]2[CH:30]=[CH:31][CH:32]=[CH:33][CH:34]=2)=[C:23]([O:35][CH2:36][C:37]2[CH:42]=[CH:41][CH:40]=[CH:39][CH:38]=2)[CH:22]=1. (2) Given the reactants Cl.Cl.[CH3:3][N:4]([CH2:6][C:7]1[CH:13]=[CH:12][C:10]([NH2:11])=[CH:9][C:8]=1[C:14]([F:17])([F:16])[F:15])[CH3:5].[Br:18][C:19]1[CH:24]=[CH:23][C:22]([CH2:25][C:26](O)=[O:27])=[C:21]([F:29])[CH:20]=1.CCN(CC)CC.C(Cl)CCl.C1C=CC2N(O)N=NC=2C=1, predict the reaction product. The product is: [Br:18][C:19]1[CH:24]=[CH:23][C:22]([CH2:25][C:26]([NH:11][C:10]2[CH:12]=[CH:13][C:7]([CH2:6][N:4]([CH3:3])[CH3:5])=[C:8]([C:14]([F:16])([F:15])[F:17])[CH:9]=2)=[O:27])=[C:21]([F:29])[CH:20]=1. (3) Given the reactants C(O[C:4]([C:6]1[CH:7]=[C:8]([CH2:16][CH2:17][O:18][CH3:19])[N:9]2[C:14]=1[C:13]([CH3:15])=[CH:12][CH:11]=[CH:10]2)=[O:5])C.[NH2:20][CH2:21][C:22]1([OH:30])[CH2:27][CH2:26][C:25]([F:29])([F:28])[CH2:24][CH2:23]1, predict the reaction product. The product is: [F:28][C:25]1([F:29])[CH2:24][CH2:23][C:22]([CH2:21][NH:20][C:4]([C:6]2[CH:7]=[C:8]([CH2:16][CH2:17][O:18][CH3:19])[N:9]3[C:14]=2[C:13]([CH3:15])=[CH:12][CH:11]=[CH:10]3)=[O:5])([OH:30])[CH2:27][CH2:26]1. (4) Given the reactants [NH2:1][C:2]1[S:3][C:4]2[CH:10]=[CH:9][C:8]([Br:11])=[CH:7][C:5]=2[N:6]=1.[CH2:12]([N:14]=[C:15]=[O:16])[CH3:13], predict the reaction product. The product is: [Br:11][C:8]1[CH:9]=[CH:10][C:4]2[S:3][C:2]([NH:1][C:15]([NH:14][CH2:12][CH3:13])=[O:16])=[N:6][C:5]=2[CH:7]=1. (5) Given the reactants [N:1]1[CH:6]=[CH:5][CH:4]=[CH:3][C:2]=1[O:7][CH2:8][C:9]1[CH:14]=[CH:13][C:12]([NH2:15])=[CH:11][CH:10]=1.Cl.[N:17]([O-])=O.[Na+].OS([O-])(=O)=O.[Na+].[OH-].[K+], predict the reaction product. The product is: [N:1]1[CH:6]=[CH:5][CH:4]=[CH:3][C:2]=1[O:7][CH2:8][C:9]1[CH:14]=[CH:13][C:12]([NH:15][NH2:17])=[CH:11][CH:10]=1. (6) Given the reactants [CH3:1][O:2][C:3]1[CH:10]=[C:9]([O:11][CH3:12])[C:8]([O:13][CH3:14])=[CH:7][C:4]=1[CH:5]=O.[CH3:15][CH2:16]CCCC.CC(C)=O, predict the reaction product. The product is: [CH3:15]/[CH:16]=[CH:5]/[C:4]1[C:3]([O:2][CH3:1])=[CH:10][C:9]([O:11][CH3:12])=[C:8]([O:13][CH3:14])[CH:7]=1. (7) Given the reactants [Cl:1][C:2]1[CH:9]=[C:8]([N:10]([CH2:16][C:17]2[CH:22]=[CH:21][CH:20]=[C:19]([F:23])[C:18]=2[F:24])[C@H:11]2[CH2:15][CH2:14][NH:13][CH2:12]2)[CH:7]=[CH:6][C:3]=1[C:4]#[N:5].[CH3:25][CH:26]([S:28](Cl)(=[O:30])=[O:29])[CH3:27], predict the reaction product. The product is: [Cl:1][C:2]1[CH:9]=[C:8]([N:10]([CH2:16][C:17]2[CH:22]=[CH:21][CH:20]=[C:19]([F:23])[C:18]=2[F:24])[C@H:11]2[CH2:15][CH2:14][N:13]([S:28]([CH:26]([CH3:27])[CH3:25])(=[O:30])=[O:29])[CH2:12]2)[CH:7]=[CH:6][C:3]=1[C:4]#[N:5]. (8) The product is: [CH3:1][N:2]([CH3:23])/[CH:3]=[CH:36]/[C:35]([C:34]1[C:27]2[C:28](=[N:29][CH:30]=[CH:31][C:26]=2[N:25]([CH3:24])[CH2:47][CH2:48][C:49]2[CH:54]=[CH:53][CH:52]=[CH:51][CH:50]=2)[N:32]([S:38]([C:41]2[CH:46]=[CH:45][CH:44]=[CH:43][CH:42]=2)(=[O:39])=[O:40])[CH:33]=1)=[O:37]. Given the reactants [CH3:1][N:2]([CH3:23])[C:3]1N=CN=C2N(COCC[Si](C)(C)C)N=C(C(=O)C)C=12.[CH3:24][N:25]([CH2:47][CH2:48][C:49]1[CH:54]=[CH:53][CH:52]=[CH:51][CH:50]=1)[C:26]1[CH:31]=[CH:30][N:29]=[C:28]2[N:32]([S:38]([C:41]3[CH:46]=[CH:45][CH:44]=[CH:43][CH:42]=3)(=[O:40])=[O:39])[CH:33]=[C:34]([C:35](=[O:37])[CH3:36])[C:27]=12, predict the reaction product. (9) Given the reactants [F:1][C:2]([F:43])([F:42])[C:3]1[CH:4]=[C:5]([C@H:13]([O:15][C@H:16]2[CH2:20][N:19]([C:21]([O:23][C:24]([CH3:27])([CH3:26])[CH3:25])=[O:22])[C@@H:18]([CH2:28][CH:29]([CH3:34])[C:30]([O:32][CH3:33])=[O:31])[C@@H:17]2[C:35]2[CH:40]=[CH:39][C:38]([F:41])=[CH:37][CH:36]=2)[CH3:14])[CH:6]=[C:7]([C:9]([F:12])([F:11])[F:10])[CH:8]=1.[Li+].[CH3:45][Si]([N-][Si](C)(C)C)(C)C.CI, predict the reaction product. The product is: [F:12][C:9]([F:10])([F:11])[C:7]1[CH:6]=[C:5]([C@H:13]([O:15][C@H:16]2[CH2:20][N:19]([C:21]([O:23][C:24]([CH3:26])([CH3:27])[CH3:25])=[O:22])[C@@H:18]([CH2:28][C:29]([CH3:45])([CH3:34])[C:30]([O:32][CH3:33])=[O:31])[C@@H:17]2[C:35]2[CH:40]=[CH:39][C:38]([F:41])=[CH:37][CH:36]=2)[CH3:14])[CH:4]=[C:3]([C:2]([F:1])([F:42])[F:43])[CH:8]=1.